Dataset: NCI-60 drug combinations with 297,098 pairs across 59 cell lines. Task: Regression. Given two drug SMILES strings and cell line genomic features, predict the synergy score measuring deviation from expected non-interaction effect. (1) Drug 1: C1=CN(C(=O)N=C1N)C2C(C(C(O2)CO)O)O.Cl. Drug 2: COC1=NC(=NC2=C1N=CN2C3C(C(C(O3)CO)O)O)N. Cell line: CCRF-CEM. Synergy scores: CSS=83.8, Synergy_ZIP=1.16, Synergy_Bliss=1.28, Synergy_Loewe=2.31, Synergy_HSA=5.18. (2) Drug 1: CC1=CC2C(CCC3(C2CCC3(C(=O)C)OC(=O)C)C)C4(C1=CC(=O)CC4)C. Drug 2: CC1C(C(CC(O1)OC2CC(CC3=C2C(=C4C(=C3O)C(=O)C5=C(C4=O)C(=CC=C5)OC)O)(C(=O)CO)O)N)O.Cl. Cell line: NCI-H322M. Synergy scores: CSS=51.1, Synergy_ZIP=9.05, Synergy_Bliss=10.8, Synergy_Loewe=-20.4, Synergy_HSA=8.49. (3) Drug 1: CC1=C2C(C(=O)C3(C(CC4C(C3C(C(C2(C)C)(CC1OC(=O)C(C(C5=CC=CC=C5)NC(=O)OC(C)(C)C)O)O)OC(=O)C6=CC=CC=C6)(CO4)OC(=O)C)OC)C)OC. Drug 2: CCN(CC)CCNC(=O)C1=C(NC(=C1C)C=C2C3=C(C=CC(=C3)F)NC2=O)C. Cell line: NCI/ADR-RES. Synergy scores: CSS=12.9, Synergy_ZIP=4.51, Synergy_Bliss=5.09, Synergy_Loewe=-0.404, Synergy_HSA=3.36. (4) Drug 1: CS(=O)(=O)OCCCCOS(=O)(=O)C. Drug 2: C1C(C(OC1N2C=NC3=C2NC=NCC3O)CO)O. Cell line: HT29. Synergy scores: CSS=-6.52, Synergy_ZIP=0.606, Synergy_Bliss=-4.26, Synergy_Loewe=-6.14, Synergy_HSA=-7.74. (5) Drug 1: CN(C)N=NC1=C(NC=N1)C(=O)N. Drug 2: C1CCC(C(C1)N)N.C(=O)(C(=O)[O-])[O-].[Pt+4]. Cell line: RPMI-8226. Synergy scores: CSS=26.3, Synergy_ZIP=-1.95, Synergy_Bliss=1.17, Synergy_Loewe=-21.6, Synergy_HSA=0.296.